This data is from hERG Central: cardiac toxicity at 1µM, 10µM, and general inhibition. The task is: Predict hERG channel inhibition at various concentrations. The drug is CC(C)c1ccc(NC(=O)N2CCCC2C(=O)Nc2ccc(-n3cnnn3)cc2)cc1. Results: hERG_inhib (hERG inhibition (general)): blocker.